From a dataset of Forward reaction prediction with 1.9M reactions from USPTO patents (1976-2016). Predict the product of the given reaction. (1) The product is: [ClH:13].[Cl:13][C:14]1[CH:15]=[C:16]([O:9][CH:7]2[CH2:8][N:3]([CH2:1][CH3:2])[CH2:4][C:5]3[S:12][CH:11]=[CH:10][C:6]2=3)[CH:17]=[CH:18][C:19]=1[Cl:20]. Given the reactants [CH2:1]([N:3]1[CH2:8][CH:7]([OH:9])[C:6]2[CH:10]=[CH:11][S:12][C:5]=2[CH2:4]1)[CH3:2].[Cl:13][C:14]1[CH:15]=[C:16](F)[CH:17]=[CH:18][C:19]=1[Cl:20], predict the reaction product. (2) Given the reactants Cl.[CH3:2][O:3][N:4]1[CH2:9][CH2:8][C:7](=[CH:10][O:11]C)[CH2:6][CH2:5]1, predict the reaction product. The product is: [CH3:2][O:3][N:4]1[CH2:9][CH2:8][CH:7]([CH:10]=[O:11])[CH2:6][CH2:5]1. (3) Given the reactants Br[C:2]1[CH:3]=[C:4]2[C:8](=[CH:9][CH:10]=1)[C:7](=[O:11])[N:6]([CH2:12][C:13]1[CH:18]=[CH:17][C:16]([O:19][C:20]([F:23])([F:22])[F:21])=[CH:15][CH:14]=1)[CH2:5]2.[CH3:24][N:25]1[CH2:30][CH2:29][NH:28][CH2:27][CH2:26]1.C1C=CC(P(C2C(C3C(P(C4C=CC=CC=4)C4C=CC=CC=4)=CC=C4C=3C=CC=C4)=C3C(C=CC=C3)=CC=2)C2C=CC=CC=2)=CC=1.CC(C)([O-])C.[Na+], predict the reaction product. The product is: [CH3:24][N:25]1[CH2:30][CH2:29][N:28]([C:2]2[CH:3]=[C:4]3[C:8](=[CH:9][CH:10]=2)[C:7](=[O:11])[N:6]([CH2:12][C:13]2[CH:18]=[CH:17][C:16]([O:19][C:20]([F:23])([F:22])[F:21])=[CH:15][CH:14]=2)[CH2:5]3)[CH2:27][CH2:26]1. (4) Given the reactants [Br:1][C:2]1[CH:7]=[C:6](B(O)O)[C:5]([F:11])=[CH:4][N:3]=1.C(=O)([O-])[O-].[Na+].[Na+].[F:18][C:19]1[CH:24]=[CH:23][C:22]([CH:25]=[CH2:26])=[CH:21][CH:20]=1, predict the reaction product. The product is: [Br:1][C:2]1[CH:7]=[C:6](/[CH:26]=[CH:25]/[C:22]2[CH:23]=[CH:24][C:19]([F:18])=[CH:20][CH:21]=2)[C:5]([F:11])=[CH:4][N:3]=1. (5) Given the reactants C(=O)([O-])[O-].[K+].[K+].Cl[C:8]1[C:9]([C:17]#[N:18])=[N:10][C:11]([CH2:15][CH3:16])=[C:12]([CH3:14])[N:13]=1.ClC1C(C#N)=NC(C)=C(CC)N=1.[C:31]1([N:37]2[CH2:42][CH2:41][NH:40][CH2:39][CH2:38]2)[CH:36]=[CH:35][CH:34]=[CH:33][CH:32]=1, predict the reaction product. The product is: [CH2:15]([C:11]1[N:10]=[C:9]([C:17]#[N:18])[C:8]([N:40]2[CH2:41][CH2:42][N:37]([C:31]3[CH:36]=[CH:35][CH:34]=[CH:33][CH:32]=3)[CH2:38][CH2:39]2)=[N:13][C:12]=1[CH3:14])[CH3:16]. (6) Given the reactants [Br:1][C:2]1[CH:3]=[C:4]2[C:9](=[CH:10][CH:11]=1)[CH:8]=[C:7]([O:12][CH3:13])[CH:6]=[CH:5]2.C1C(=O)N([Br:21])C(=O)C1, predict the reaction product. The product is: [Br:21][C:8]1[C:9]2[C:4](=[CH:3][C:2]([Br:1])=[CH:11][CH:10]=2)[CH:5]=[CH:6][C:7]=1[O:12][CH3:13]. (7) Given the reactants [F:1][C:2]1[CH:7]=[CH:6][C:5]([OH:8])=[CH:4][CH:3]=1.Cl[S:10]([OH:13])(=[O:12])=[O:11].Cl, predict the reaction product. The product is: [F:1][C:2]1[CH:7]=[CH:6][C:5]([OH:8])=[C:4]([S:10]([OH:13])(=[O:12])=[O:11])[CH:3]=1.